Dataset: Forward reaction prediction with 1.9M reactions from USPTO patents (1976-2016). Task: Predict the product of the given reaction. (1) The product is: [C:2]1([C:21]2[CH:26]=[CH:25][CH:24]=[CH:23][CH:22]=2)[CH:7]=[CH:6][CH:5]=[C:4]([N:8]2[CH:12]=[C:11]([C:13]([C:15]3[CH:20]=[CH:19][CH:18]=[CH:17][CH:16]=3)=[O:14])[N:10]=[CH:9]2)[CH:3]=1. Given the reactants Br[C:2]1[CH:3]=[C:4]([N:8]2[CH:12]=[C:11]([C:13]([C:15]3[CH:20]=[CH:19][CH:18]=[CH:17][CH:16]=3)=[O:14])[N:10]=[CH:9]2)[CH:5]=[CH:6][CH:7]=1.[C:21]1(B(O)O)[CH:26]=[CH:25][CH:24]=[CH:23][CH:22]=1.C([O-])([O-])=O.[Na+].[Na+], predict the reaction product. (2) Given the reactants [CH3:1][N:2]([CH3:6])[CH2:3][CH2:4][NH2:5].Cl[C:8]1[N:9]=[N+:10]([O-:21])[C:11]2[CH:17]=[C:16]3[O:18][CH2:19][O:20][C:15]3=[CH:14][C:12]=2[N:13]=1, predict the reaction product. The product is: [CH3:1][N:2]([CH3:6])[CH2:3][CH2:4][NH:5][C:8]1[N:9]=[N+:10]([O-:21])[C:11]2[CH:17]=[C:16]3[O:18][CH2:19][O:20][C:15]3=[CH:14][C:12]=2[N:13]=1. (3) The product is: [C:34]([O:38][C:39]([N:41]1[CH2:46][CH2:45][CH:44]([CH2:47][N:2]2[CH2:7][CH2:6][CH:5]([CH2:8][NH:9][C:10]([C:12]3[C:20]4[N:19]=[C:18]([C:21]([CH3:24])([CH3:23])[CH3:22])[NH:17][C:16]=4[CH:15]=[CH:14][CH:13]=3)=[O:11])[CH2:4][CH2:3]2)[CH2:43][CH2:42]1)=[O:40])([CH3:37])([CH3:35])[CH3:36]. Given the reactants Cl.[NH:2]1[CH2:7][CH2:6][CH:5]([CH2:8][NH:9][C:10]([C:12]2[C:20]3[N:19]=[C:18]([C:21]([CH3:24])([CH3:23])[CH3:22])[NH:17][C:16]=3[CH:15]=[CH:14][CH:13]=2)=[O:11])[CH2:4][CH2:3]1.C(N(CC)C(C)C)(C)C.[C:34]([O:38][C:39]([N:41]1[CH2:46][CH2:45][CH:44]([CH:47]=O)[CH2:43][CH2:42]1)=[O:40])([CH3:37])([CH3:36])[CH3:35].C(O[BH-](OC(=O)C)OC(=O)C)(=O)C.[Na+], predict the reaction product. (4) Given the reactants [CH3:1][N:2]1[C:10]2[C:5](=[CH:6][CH:7]=[CH:8][CH:9]=2)[CH2:4][C:3]1=[O:11].Br[CH2:13][CH2:14]Br.[H-].[Na+].[Cl-].[NH4+], predict the reaction product. The product is: [CH3:1][N:2]1[C:10]2[C:5](=[CH:6][CH:7]=[CH:8][CH:9]=2)[C:4]2([CH2:14][CH2:13]2)[C:3]1=[O:11]. (5) Given the reactants [F:1][C:2]1[CH:7]=[CH:6][C:5]([OH:8])=[CH:4][N:3]=1.CO[C@@H]1[C@@H](C(OC)=O)[C@@H:23]2[C@@H:14]([CH2:15][N:16]3[C@H:21]([CH2:22]2)C2NC4C=C(OC)C=CC=4C=2CC3)[CH2:13][C@H]1OC(C1C=C(OC)C(OC)=C(OC)C=1)=O.C(#[N:55])C, predict the reaction product. The product is: [F:1][C:2]1[N:3]=[CH:4][C:5]([O:8][C:15]2[N:16]=[CH:21][CH:22]=[CH:23][C:14]=2[C:13]#[N:55])=[CH:6][CH:7]=1. (6) Given the reactants [CH:1]1([CH2:6][C@H:7]([CH2:11][N:12]([CH:21]=[O:22])[O:13][CH2:14][C:15]2[CH:20]=[CH:19][CH:18]=[CH:17][CH:16]=2)[C:8](F)=[O:9])[CH2:5][CH2:4][CH2:3][CH2:2]1.[C:23]1([CH2:29][O:30][C:31]([N:33]2[CH2:37][CH2:36][C@@H:35]([C:38]([OH:40])=[O:39])[NH:34]2)=[O:32])[CH:28]=[CH:27][CH:26]=[CH:25][CH:24]=1.CCN(C(C)C)C(C)C.C(OCC)(=O)C, predict the reaction product. The product is: [CH:1]1([CH2:6][C@H:7]([CH2:11][N:12]([CH:21]=[O:22])[O:13][CH2:14][C:15]2[CH:20]=[CH:19][CH:18]=[CH:17][CH:16]=2)[C:8]([N:34]2[C@H:35]([C:38]([OH:40])=[O:39])[CH2:36][CH2:37][N:33]2[C:31]([O:30][CH2:29][C:23]2[CH:28]=[CH:27][CH:26]=[CH:25][CH:24]=2)=[O:32])=[O:9])[CH2:5][CH2:4][CH2:3][CH2:2]1. (7) Given the reactants [F:1][C:2]([F:7])([F:6])[C:3]([OH:5])=[O:4].[F:8][C:9]([F:14])([F:13])[C:10]([OH:12])=[O:11].FC(F)(F)C(O)=O.[Cl:22][C:23]1[CH:24]=[N:25][C:26]2[NH:27][C:28]3[CH:29]=[N:30][CH:31]=[C:32]([CH:54]=3)[CH2:33][CH2:34][C:35]3[CH:43]=[C:39]([NH:40][C:41]=1[N:42]=2)[CH:38]=[CH:37][C:36]=3[NH:44][C:45](=[O:53])[CH2:46][CH:47]1[CH2:52][CH2:51][NH:50][CH2:49][CH2:48]1.[CH3:55][N:56]=[C:57]=[O:58], predict the reaction product. The product is: [F:1][C:2]([F:7])([F:6])[C:3]([OH:5])=[O:4].[F:8][C:9]([F:14])([F:13])[C:10]([OH:12])=[O:11].[Cl:22][C:23]1[CH:24]=[N:25][C:26]2[NH:27][C:28]3[CH:29]=[N:30][CH:31]=[C:32]([CH:54]=3)[CH2:33][CH2:34][C:35]3[CH:43]=[C:39]([NH:40][C:41]=1[N:42]=2)[CH:38]=[CH:37][C:36]=3[NH:44][C:45](=[O:53])[CH2:46][CH:47]1[CH2:52][CH2:51][N:50]([C:57]([NH:56][CH3:55])=[O:58])[CH2:49][CH2:48]1. (8) Given the reactants [CH:1]1([CH2:6][CH:7]([C:11]2[CH:16]=[CH:15][C:14]([N+:17]([O-:19])=[O:18])=[CH:13][CH:12]=2)[C:8]([OH:10])=O)[CH2:5][CH2:4][CH2:3][CH2:2]1.CN([CH:23]=[O:24])C.[CH:25]1[N:29]=[C:28]([NH2:30])[S:27][CH:26]=1.[N:31]1C=C[CH:34]=[CH:33][CH:32]=1, predict the reaction product. The product is: [CH:1]1([CH2:6][CH:7]([C:11]2[CH:16]=[CH:15][C:14]([N+:17]([O-:19])=[O:18])=[CH:13][CH:12]=2)[C:8]([NH:30][C:28]2[S:27][C:26]3[C:25]([N:29]=2)=[CH:34][CH:33]=[C:32]([O:24][CH3:23])[N:31]=3)=[O:10])[CH2:2][CH2:3][CH2:4][CH2:5]1. (9) Given the reactants Br[C:2]1[CH:7]=[CH:6][C:5]([N:8]2[CH:12]=[C:11]([CH3:13])[N:10]=[CH:9]2)=[C:4]([O:14][CH3:15])[CH:3]=1.[CH2:16]([C:23]1[O:27][C:26]([NH2:28])=[N:25][CH:24]=1)[C:17]1[CH:22]=[CH:21][CH:20]=[CH:19][CH:18]=1, predict the reaction product. The product is: [CH2:16]([C:23]1[O:27][C:26]([NH:28][C:2]2[CH:7]=[CH:6][C:5]([N:8]3[CH:12]=[C:11]([CH3:13])[N:10]=[CH:9]3)=[C:4]([O:14][CH3:15])[CH:3]=2)=[N:25][CH:24]=1)[C:17]1[CH:18]=[CH:19][CH:20]=[CH:21][CH:22]=1. (10) Given the reactants [O:1]1[C:5]2=[C:6]([NH2:10])[N:7]=[CH:8][CH:9]=[C:4]2[CH:3]=[CH:2]1.C1C(=O)N([I:18])C(=O)C1, predict the reaction product. The product is: [I:18][C:9]1[CH:8]=[N:7][C:6]([NH2:10])=[C:5]2[O:1][CH:2]=[CH:3][C:4]=12.